Dataset: Full USPTO retrosynthesis dataset with 1.9M reactions from patents (1976-2016). Task: Predict the reactants needed to synthesize the given product. (1) Given the product [ClH:1].[O:16]=[C:15]1[N:11]([C:7]2[CH:6]=[C:5]([CH2:4][NH:3][C:23](=[O:27])[CH2:24][CH2:25][CH3:26])[CH:10]=[CH:9][N:8]=2)[NH:12][CH:13]=[C:14]1[C:17]1[CH:18]=[N:19][CH:20]=[CH:21][CH:22]=1, predict the reactants needed to synthesize it. The reactants are: [ClH:1].Cl.[NH2:3][CH2:4][C:5]1[CH:10]=[CH:9][N:8]=[C:7]([N:11]2[C:15](=[O:16])[C:14]([C:17]3[CH:18]=[N:19][CH:20]=[CH:21][CH:22]=3)=[CH:13][NH:12]2)[CH:6]=1.[C:23](O)(=[O:27])[CH2:24][CH2:25][CH3:26].C(N(CC)CC)C.Cl.CN(C)CCCN=C=NCC. (2) Given the product [Br:12][C:6]1[CH:5]=[C:4]([C:2](=[O:3])[CH:1]=[O:14])[CH:9]=[C:8]([Br:10])[C:7]=1[OH:11], predict the reactants needed to synthesize it. The reactants are: [CH3:1][C:2]([C:4]1[CH:9]=[C:8]([Br:10])[C:7]([OH:11])=[C:6]([Br:12])[CH:5]=1)=[O:3].[Se](=O)=[O:14].O. (3) Given the product [Cl:8][C:5]1[CH:6]=[CH:7][C:2]([C:10]2[S:9][C:13]3[CH:14]=[CH:15][CH:16]=[CH:17][C:12]=3[CH:11]=2)=[N:3][CH:4]=1, predict the reactants needed to synthesize it. The reactants are: Cl[C:2]1[CH:7]=[CH:6][C:5]([Cl:8])=[CH:4][N:3]=1.[S:9]1[C:13]2[CH:14]=[CH:15][CH:16]=[CH:17][C:12]=2[CH:11]=[C:10]1B(O)O.C1(C)C=CC=CC=1.C(=O)([O-])[O-].[Na+].[Na+]. (4) Given the product [N:1]1([C:11]2[C:12]([CH2:17][NH2:18])=[N:13][CH:14]=[CH:15][CH:16]=2)[C:10]2[C:5](=[CH:6][CH:7]=[CH:8][CH:9]=2)[CH2:4][CH2:3][CH2:2]1, predict the reactants needed to synthesize it. The reactants are: [N:1]1([C:11]2[C:12]([C:17]#[N:18])=[N:13][CH:14]=[CH:15][CH:16]=2)[C:10]2[C:5](=[CH:6][CH:7]=[CH:8][CH:9]=2)[CH2:4][CH2:3][CH2:2]1.N.